Regression. Given two drug SMILES strings and cell line genomic features, predict the synergy score measuring deviation from expected non-interaction effect. From a dataset of NCI-60 drug combinations with 297,098 pairs across 59 cell lines. (1) Drug 1: COC1=CC(=CC(=C1O)OC)C2C3C(COC3=O)C(C4=CC5=C(C=C24)OCO5)OC6C(C(C7C(O6)COC(O7)C8=CC=CS8)O)O. Synergy scores: CSS=25.3, Synergy_ZIP=-4.41, Synergy_Bliss=-1.03, Synergy_Loewe=-6.79, Synergy_HSA=0.765. Cell line: HS 578T. Drug 2: C(CCl)NC(=O)N(CCCl)N=O. (2) Drug 1: CC12CCC(CC1=CCC3C2CCC4(C3CC=C4C5=CN=CC=C5)C)O. Drug 2: C1=CC(=CC=C1CC(C(=O)O)N)N(CCCl)CCCl.Cl. Cell line: HT29. Synergy scores: CSS=19.8, Synergy_ZIP=-4.29, Synergy_Bliss=0.659, Synergy_Loewe=-3.87, Synergy_HSA=-2.48. (3) Drug 1: CN(CCCl)CCCl.Cl. Drug 2: C1CC(=O)NC(=O)C1N2C(=O)C3=CC=CC=C3C2=O. Cell line: PC-3. Synergy scores: CSS=9.32, Synergy_ZIP=-4.59, Synergy_Bliss=-1.21, Synergy_Loewe=-7.69, Synergy_HSA=-1.11.